This data is from Forward reaction prediction with 1.9M reactions from USPTO patents (1976-2016). The task is: Predict the product of the given reaction. (1) Given the reactants C[O:2][C:3](=[O:17])[C:4]1[CH:9]=[C:8]([C:10]([F:13])([F:12])[F:11])[CH:7]=[C:6]([N:14]([CH3:16])[CH3:15])[CH:5]=1.[Li+].[OH-], predict the reaction product. The product is: [CH3:15][N:14]([CH3:16])[C:6]1[CH:5]=[C:4]([CH:9]=[C:8]([C:10]([F:11])([F:12])[F:13])[CH:7]=1)[C:3]([OH:17])=[O:2]. (2) The product is: [O:28]1[C:32]2[CH:33]=[CH:34][C:35]([CH2:37][C:38]([NH:27][C@H:24]3[CH2:25][CH2:26][C@H:21]([CH2:20][CH2:19][N:16]4[CH2:17][CH2:18][N:13]([C:12]5[C:7]6[O:6][CH2:5][O:4][C:8]=6[CH:9]=[CH:10][CH:11]=5)[CH2:14][CH2:15]4)[CH2:22][CH2:23]3)=[O:39])=[CH:36][C:31]=2[O:30][CH2:29]1. Given the reactants Cl.Cl.Cl.[O:4]1[C:8]2[CH:9]=[CH:10][CH:11]=[C:12]([N:13]3[CH2:18][CH2:17][N:16]([CH2:19][CH2:20][C@H:21]4[CH2:26][CH2:25][C@H:24]([NH2:27])[CH2:23][CH2:22]4)[CH2:15][CH2:14]3)[C:7]=2[O:6][CH2:5]1.[O:28]1[C:32]2[CH:33]=[CH:34][C:35]([CH2:37][C:38](O)=[O:39])=[CH:36][C:31]=2[O:30][CH2:29]1, predict the reaction product. (3) Given the reactants [CH:1]([C@@H:4]1[C:9]([O:10][CH2:11]C)=[N:8][CH2:7][C:6]([O:13][CH2:14]C)=[N:5]1)([CH3:3])[CH3:2].[Li][CH2:17][CH2:18][CH2:19][CH3:20].[CH3:21][CH:22]1[O:26][CH2:25][CH2:24][O:23]1.[CH2:27]1COCC1, predict the reaction product. The product is: [CH:1]([C@@H:4]1[C:9]([O:10][CH3:11])=[N:8][C@@H:7]([CH2:20][CH2:19][CH2:18][CH2:17][CH2:21][C:22]2([CH3:27])[O:26][CH2:25][CH2:24][O:23]2)[C:6]([O:13][CH3:14])=[N:5]1)([CH3:2])[CH3:3]. (4) Given the reactants [CH2:1]([S:3]([N:6]1[CH2:11][CH2:10][CH:9]([C:12]2[C:20]3[C:15](=[C:16]([C:29]([NH2:31])=[O:30])[CH:17]=[C:18]([C:21]4[CH:26]=[CH:25][C:24]([CH:27]=O)=[CH:23][CH:22]=4)[CH:19]=3)[NH:14][CH:13]=2)[CH2:8][CH2:7]1)(=[O:5])=[O:4])[CH3:2].[NH:32]1[CH2:37][CH2:36][O:35][CH2:34][CH2:33]1.[BH-](OC(C)=O)(OC(C)=O)OC(C)=O.[Na+], predict the reaction product. The product is: [CH2:1]([S:3]([N:6]1[CH2:7][CH2:8][CH:9]([C:12]2[C:20]3[C:15](=[C:16]([C:29]([NH2:31])=[O:30])[CH:17]=[C:18]([C:21]4[CH:22]=[CH:23][C:24]([CH2:27][N:32]5[CH2:37][CH2:36][O:35][CH2:34][CH2:33]5)=[CH:25][CH:26]=4)[CH:19]=3)[NH:14][CH:13]=2)[CH2:10][CH2:11]1)(=[O:5])=[O:4])[CH3:2]. (5) Given the reactants [Cl:1][C:2]1[CH:3]=[C:4]([C:8]2[N:9]([CH2:19][C:20]3[CH:25]=[C:24]([Cl:26])[CH:23]=[CH:22][C:21]=3[Cl:27])[C:10]([C:15]([O:17][CH3:18])=[O:16])=[C:11]([CH2:13]O)[N:12]=2)[CH:5]=[N:6][CH:7]=1.[Br:28]P(Br)Br.O, predict the reaction product. The product is: [Br:28][CH2:13][C:11]1[N:12]=[C:8]([C:4]2[CH:5]=[N:6][CH:7]=[C:2]([Cl:1])[CH:3]=2)[N:9]([CH2:19][C:20]2[CH:25]=[C:24]([Cl:26])[CH:23]=[CH:22][C:21]=2[Cl:27])[C:10]=1[C:15]([O:17][CH3:18])=[O:16]. (6) Given the reactants [C:1]([OH:10])(=[O:9])[CH2:2][CH2:3][CH2:4][CH2:5][C:6]([OH:8])=[O:7].[N:11]1[C:16]2[NH:17][CH:18]=[CH:19][C:15]=2[C:14]([C:20]2[CH:21]=[N:22][N:23]([C:25]3([CH2:48][C:49]#[N:50])[CH2:28][N:27]([CH:29]4[CH2:34][CH2:33][N:32]([C:35](=[O:47])[C:36]5[CH:41]=[CH:40][N:39]=[C:38]([C:42]([F:45])([F:44])[F:43])[C:37]=5[F:46])[CH2:31][CH2:30]4)[CH2:26]3)[CH:24]=2)=[N:13][CH:12]=1.CCCCCCC, predict the reaction product. The product is: [C:1]([OH:10])(=[O:9])[CH2:2][CH2:3][CH2:4][CH2:5][C:6]([OH:8])=[O:7].[N:11]1[C:16]2[NH:17][CH:18]=[CH:19][C:15]=2[C:14]([C:20]2[CH:21]=[N:22][N:23]([C:25]3([CH2:48][C:49]#[N:50])[CH2:28][N:27]([CH:29]4[CH2:30][CH2:31][N:32]([C:35](=[O:47])[C:36]5[CH:41]=[CH:40][N:39]=[C:38]([C:42]([F:45])([F:43])[F:44])[C:37]=5[F:46])[CH2:33][CH2:34]4)[CH2:26]3)[CH:24]=2)=[N:13][CH:12]=1.